This data is from Full USPTO retrosynthesis dataset with 1.9M reactions from patents (1976-2016). The task is: Predict the reactants needed to synthesize the given product. (1) Given the product [F:66][C:67]([F:80])([F:81])[C:68]1[CH:69]=[C:70]([NH:78][NH:79][C:10](=[O:12])[CH:9]([C:4]2[CH:5]=[CH:6][CH:7]=[CH:8][C:3]=2[Cl:2])[N:13]2[CH2:18][CH2:17][N:16]([CH3:19])[CH2:15][CH2:14]2)[CH:71]=[C:72]([C:74]([F:77])([F:75])[F:76])[CH:73]=1, predict the reactants needed to synthesize it. The reactants are: Cl.[Cl:2][C:3]1[CH:8]=[CH:7][CH:6]=[CH:5][C:4]=1[CH:9]([N:13]1[CH2:18][CH2:17][N:16]([CH3:19])[CH2:15][CH2:14]1)[C:10]([OH:12])=O.C1C=CC2N(O)N=NC=2C=1.O.C1CCC(N=C=NC2CCCCC2)CC1.CN1C2C=CC(Cl)=CC=2C(C2C=CC=CC=2)=NCC1=O.[F:66][C:67]([F:81])([F:80])[C:68]1[CH:69]=[C:70]([NH:78][NH2:79])[CH:71]=[C:72]([C:74]([F:77])([F:76])[F:75])[CH:73]=1.[N-]=C=O.C(O)C(N)(CO)CO. (2) Given the product [F:20][C:21]1[CH:26]=[CH:25][C:24]([S:27]([N:3]2[C:4]([C:12]3[CH:17]=[CH:16][CH:15]=[CH:14][CH:13]=3)=[CH:5][C:6]([C:7]([O:9][CH2:10][CH3:11])=[O:8])=[C:2]2[CH3:1])(=[O:29])=[O:28])=[CH:23][CH:22]=1, predict the reactants needed to synthesize it. The reactants are: [CH3:1][C:2]1[NH:3][C:4]([C:12]2[CH:17]=[CH:16][CH:15]=[CH:14][CH:13]=2)=[CH:5][C:6]=1[C:7]([O:9][CH2:10][CH3:11])=[O:8].[H-].[Na+].[F:20][C:21]1[CH:26]=[CH:25][C:24]([S:27](Cl)(=[O:29])=[O:28])=[CH:23][CH:22]=1. (3) The reactants are: CN(C(ON1N=NC2C=CC=CC1=2)=[N+](C)C)C.F[P-](F)(F)(F)(F)F.Cl.Cl.[CH3:27][C@H:28]1[C:36]2[C:35]([N:37]3[CH2:42][CH2:41][NH:40][CH2:39][CH2:38]3)=[N:34][CH:33]=[N:32][C:31]=2[C@H:30]([OH:43])[CH2:29]1.C(OC([N:51]1[CH2:55][CH2:54][C:53]([C:59]2[CH:64]=[CH:63][C:62]([Cl:65])=[CH:61][CH:60]=2)([C:56](O)=[O:57])[CH2:52]1)=O)(C)(C)C. Given the product [Cl:65][C:62]1[CH:63]=[CH:64][C:59]([C:53]2([C:56]([N:40]3[CH2:39][CH2:38][N:37]([C:35]4[C:36]5[C@H:28]([CH3:27])[CH2:29][C@@H:30]([OH:43])[C:31]=5[N:32]=[CH:33][N:34]=4)[CH2:42][CH2:41]3)=[O:57])[CH2:54][CH2:55][NH:51][CH2:52]2)=[CH:60][CH:61]=1, predict the reactants needed to synthesize it. (4) Given the product [NH:5]1[C:4]2[CH2:7][NH:8][CH2:9][C:3]=2[C:2]([NH2:1])=[N:6]1, predict the reactants needed to synthesize it. The reactants are: [NH2:1][C:2]1[C:3]2[CH2:9][N:8](C(OC(C)(C)C)=O)[CH2:7][C:4]=2[NH:5][N:6]=1.C(O)(C(F)(F)F)=O.C(Cl)Cl.